Dataset: Reaction yield outcomes from USPTO patents with 853,638 reactions. Task: Predict the reaction yield, written as a fraction of the theoretical maximum amount of product (1.0 means a 100% yield; for example, 0.34 means a 34% yield). (1) The reactants are [C:1]([C:9]1[C:10]([OH:21])=[CH:11][CH:12]=[C:13]2[C:18]=1[O:17][C:16](=[O:19])[CH:15]=[C:14]2[CH3:20])(=O)[C:2]1[CH:7]=[CH:6][CH:5]=[CH:4][CH:3]=1.Br[CH2:23][C:24]([C:26]1[CH:31]=[CH:30][CH:29]=[CH:28][CH:27]=1)=[O:25].C([O-])([O-])=O.[K+].[K+].CCCCCC.C(OCC)(=O)C. The catalyst is CC#N. The product is [C:24]([C:23]1[O:21][C:10]2=[CH:11][CH:12]=[C:13]3[C:18]([O:17][C:16](=[O:19])[CH:15]=[C:14]3[CH3:20])=[C:9]2[C:1]=1[C:2]1[CH:7]=[CH:6][CH:5]=[CH:4][CH:3]=1)(=[O:25])[C:26]1[CH:31]=[CH:30][CH:29]=[CH:28][CH:27]=1. The yield is 0.710. (2) The reactants are [C:1]([O:5][P:6]([O-:13])([O:8][C:9]([CH3:12])([CH3:11])[CH3:10])=[O:7])([CH3:4])([CH3:3])[CH3:2].C[N+](C)(C)C.[Cl:19][CH2:20]I. The catalyst is C(COC)OC. The product is [P:6]([O:13][CH2:20][Cl:19])([O:5][C:1]([CH3:4])([CH3:3])[CH3:2])([O:8][C:9]([CH3:12])([CH3:11])[CH3:10])=[O:7]. The yield is 0.380. (3) The reactants are [Cl:1][C:2]1[CH:7]=[CH:6][C:5]([C:8](=O)[CH2:9][N:10]2[CH:14]=[CH:13][CH:12]=[C:11]2[C:15]([O:17]C)=O)=[CH:4][CH:3]=1.[CH2:20]([NH2:24])[CH2:21][CH2:22][NH2:23]. No catalyst specified. The product is [Cl:1][C:2]1[CH:3]=[CH:4][C:5]([C:8]23[CH2:9][N:10]4[CH:14]=[CH:13][CH:12]=[C:11]4[C:15](=[O:17])[N:23]2[CH2:22][CH2:21][CH2:20][NH:24]3)=[CH:6][CH:7]=1. The yield is 0.100.